Dataset: KCNQ2 potassium channel screen with 302,405 compounds. Task: Binary Classification. Given a drug SMILES string, predict its activity (active/inactive) in a high-throughput screening assay against a specified biological target. (1) The molecule is S=C(Nc1c(cccc1C)C)N\N=C(\c1ccc(OC(F)F)cc1)C. The result is 0 (inactive). (2) The molecule is Clc1cc(c(OCC(=O)Nc2n(nnn2)CCC)cc1)C. The result is 0 (inactive). (3) The drug is s1c(c2nc(sc2)Nc2ccc(OC)cc2)c(nc1N)C. The result is 0 (inactive). (4) The drug is Clc1ccc(Nc2[nH]c(CCC)cc(=O)n2)cc1. The result is 0 (inactive). (5) The drug is O1CCN(CC1)c1nc(nc(c1)C)N. The result is 0 (inactive). (6) The drug is Brc1sc(/C(=N\Nc2sc3c(n2)cccc3)C)cc1. The result is 0 (inactive). (7) The molecule is O(CC(O)CN(Cc1ccccc1)C)c1ccc(CNCCOc2cccnc2)cc1. The result is 0 (inactive). (8) The drug is Clc1ccc(COc2c(CNc3ccc(O)cc3)cccc2OCC)cc1. The result is 0 (inactive). (9) The drug is s1c(CNC(=O)C(=O)c2c3c(n(c2C)C)cccc3)ccc1. The result is 1 (active). (10) The drug is Brc1c(nn2c1nc(cc2C(F)(F)F)c1occc1)C(=O)N1CCN(CC1)C(=O)c1ccccc1. The result is 0 (inactive).